From a dataset of Reaction yield outcomes from USPTO patents with 853,638 reactions. Predict the reaction yield, written as a fraction of the theoretical maximum amount of product (1.0 means a 100% yield; for example, 0.34 means a 34% yield). (1) The reactants are [Cl:1][C:2]1[CH:23]=[C:22]([C:24]([NH:26][CH2:27][C:28]2[CH:36]=[CH:35][CH:34]=[C:33]3[C:29]=2[CH:30]=[N:31][N:32]3C2CCCCO2)=[O:25])[CH:21]=[CH:20][C:3]=1[C:4]([NH:6][C@H:7]([C:17]([OH:19])=[O:18])[CH2:8][NH:9][C:10]([C:12]1[S:13][CH:14]=[CH:15][CH:16]=1)=[O:11])=[O:5].[CH3:43]O. The catalyst is Cl. The product is [Cl:1][C:2]1[CH:23]=[C:22]([C:24]([NH:26][CH2:27][C:28]2[CH:36]=[CH:35][CH:34]=[C:33]3[C:29]=2[CH:30]=[N:31][NH:32]3)=[O:25])[CH:21]=[CH:20][C:3]=1[C:4]([NH:6][C@H:7]([C:17]([OH:19])=[O:18])[CH2:8][NH:9][C:10]([C:12]1[S:13][CH:14]=[CH:15][CH:16]=1)=[O:11])=[O:5].[Cl:1][C:2]1[CH:23]=[C:22]([C:24]([NH:26][CH2:27][C:28]2[CH:36]=[CH:35][CH:34]=[C:33]3[C:29]=2[CH:30]=[N:31][NH:32]3)=[O:25])[CH:21]=[CH:20][C:3]=1[C:4]([NH:6][C@H:7]([C:17]([O:19][CH3:43])=[O:18])[CH2:8][NH:9][C:10]([C:12]1[S:13][CH:14]=[CH:15][CH:16]=1)=[O:11])=[O:5]. The yield is 0.260. (2) The reactants are [Br:1][CH2:2][CH:3]1[CH2:8][CH2:7][N:6]([C:9](=O)[CH:10]([CH3:12])[CH3:11])[CH2:5][CH2:4]1.COC1C=CC(P2(SP(C3C=CC(OC)=CC=3)(=S)S2)=[S:23])=CC=1. The catalyst is O1CCCC1. The product is [Br:1][CH2:2][CH:3]1[CH2:8][CH2:7][N:6]([C:9](=[S:23])[CH:10]([CH3:12])[CH3:11])[CH2:5][CH2:4]1. The yield is 0.930. (3) The reactants are [CH2:1]([N:5]([CH2:26][CH2:27][CH2:28][CH3:29])[C:6]1[CH:11]=[CH:10][C:9]([CH:12]=[CH:13][C:14]2[C:21]([CH3:22])=[CH:20][C:17]([CH:18]=O)=[C:16]([CH3:23])[CH:15]=2)=[C:8]([O:24][CH3:25])[CH:7]=1)[CH2:2][CH2:3][CH3:4].[C:30]([C:32]1[C:33](=[C:43]([C:46]#[N:47])[C:44]#[N:45])[O:34][C:35]([CH3:42])([C:38]([F:41])([F:40])[F:39])[C:36]=1[CH3:37])#[N:31]. The catalyst is C(O)C.O1CCCC1. The product is [CH2:26]([N:5]([CH2:1][CH2:2][CH2:3][CH3:4])[C:6]1[CH:11]=[CH:10][C:9]([CH:12]=[CH:13][C:14]2[C:21]([CH3:22])=[CH:20][C:17]([CH:18]=[CH:37][C:36]3[C:35]([CH3:42])([C:38]([F:41])([F:39])[F:40])[O:34][C:33](=[C:43]([C:44]#[N:45])[C:46]#[N:47])[C:32]=3[C:30]#[N:31])=[C:16]([CH3:23])[CH:15]=2)=[C:8]([O:24][CH3:25])[CH:7]=1)[CH2:27][CH2:28][CH3:29]. The yield is 0.743. (4) The reactants are [O:1]([C:8]1[CH:22]=[CH:21][C:11]([O:12][C@@H:13]2[CH:18]3[CH2:19][CH2:20][N:15]([CH2:16][CH2:17]3)[CH2:14]2)=[CH:10][CH:9]=1)[C:2]1[CH:7]=[CH:6][CH:5]=[CH:4][CH:3]=1.[ClH:23]. The catalyst is C(OCC)(=O)C.O1CCOCC1. The product is [ClH:23].[O:1]([C:8]1[CH:22]=[CH:21][C:11]([O:12][C@@H:13]2[CH:18]3[CH2:17][CH2:16][N:15]([CH2:20][CH2:19]3)[CH2:14]2)=[CH:10][CH:9]=1)[C:2]1[CH:3]=[CH:4][CH:5]=[CH:6][CH:7]=1. The yield is 0.900. (5) The reactants are [NH2:1][C:2]1[C:3]([CH3:28])=[N:4][C:5]([O:9][CH2:10][C:11]([N:13]([CH:15]2[CH2:20][CH2:19][N:18]([CH2:21][C:22]3[CH:27]=[CH:26][CH:25]=[CH:24][CH:23]=3)[CH2:17][CH2:16]2)[CH3:14])=[O:12])=[N:6][C:7]=1[CH3:8].[ClH:29].O1CCOCC1. The catalyst is CO. The product is [ClH:29].[NH2:1][C:2]1[C:7]([CH3:8])=[N:6][C:5]([O:9][CH2:10][C:11]([N:13]([CH:15]2[CH2:20][CH2:19][N:18]([CH2:21][C:22]3[CH:23]=[CH:24][CH:25]=[CH:26][CH:27]=3)[CH2:17][CH2:16]2)[CH3:14])=[O:12])=[N:4][C:3]=1[CH3:28]. The yield is 0.740. (6) The yield is 0.190. The reactants are [CH3:1][C:2]1[CH:6]=[CH:5][S:4][C:3]=1[C:7]([OH:9])=O.[N+:10]([CH3:13])([O-:12])=[O:11].C(P(=O)(OCC)OCC)#N.C(N(CC)CC)C. The catalyst is CN(C=O)C.C1(C)C=CC=CC=1.C(OCC)(=O)C. The product is [CH3:1][C:2]1[CH:6]=[CH:5][S:4][C:3]=1[C:7]([CH2:13][N+:10]([O-:12])=[O:11])=[O:9]. (7) The reactants are CC([O-])(C)C.[K+].CCO[CH2:10][CH3:11].[F:12][C:13]1[CH:18]=[CH:17][C:16]([N:19]2[C:23]3=[N:24][C:25]4[CH2:26][CH2:27][CH2:28]C(=O)[C:30]=4[CH:31]=[C:22]3[CH:21]=[N:20]2)=[CH:15][CH:14]=1.O1CCOCC1. The catalyst is [Br-].C[P+](C1C=CC=CC=1)(C1C=CC=CC=1)C1C=CC=CC=1.CCCCCCC.CCOC(C)=O. The product is [F:12][C:13]1[CH:14]=[CH:15][C:16]([N:19]2[C:23]3=[N:24][C:25]4[CH2:26][CH2:27][CH2:28][C:10](=[CH2:11])[C:30]=4[CH:31]=[C:22]3[CH:21]=[N:20]2)=[CH:17][CH:18]=1. The yield is 0.800.